From a dataset of Reaction yield outcomes from USPTO patents with 853,638 reactions. Predict the reaction yield, written as a fraction of the theoretical maximum amount of product (1.0 means a 100% yield; for example, 0.34 means a 34% yield). (1) The reactants are [CH2:1]([O:3][C:4]1[CH:5]=[CH:6][C:7]([F:13])=[C:8](B(O)O)[CH:9]=1)[CH3:2].P([O-])([O-])([O-])=O.[K+].[K+].[K+].CN(C)C=O.Cl[C:28]1[CH:35]=[CH:34][CH:33]=[CH:32][C:29]=1[C:30]#[N:31]. The catalyst is C1C=CC([P]([Pd]([P](C2C=CC=CC=2)(C2C=CC=CC=2)C2C=CC=CC=2)([P](C2C=CC=CC=2)(C2C=CC=CC=2)C2C=CC=CC=2)[P](C2C=CC=CC=2)(C2C=CC=CC=2)C2C=CC=CC=2)(C2C=CC=CC=2)C2C=CC=CC=2)=CC=1.O. The product is [CH2:1]([O:3][C:4]1[CH:5]=[CH:6][C:7]([F:13])=[C:8]([C:28]2[C:29]([C:30]#[N:31])=[CH:32][CH:33]=[CH:34][CH:35]=2)[CH:9]=1)[CH3:2]. The yield is 0.760. (2) The reactants are [CH3:1][C:2]1([C:9]([F:12])([F:11])[F:10])[O:6][N:5]=[C:4]([CH2:7]O)[CH2:3]1.COCCN(S(F)(F)[F:23])CCOC.C([O-])(O)=O.[Na+]. The catalyst is C(Cl)Cl.O. The product is [F:23][CH2:7][C:4]1[CH2:3][C:2]([CH3:1])([C:9]([F:12])([F:11])[F:10])[O:6][N:5]=1. The yield is 0.980. (3) The catalyst is CCO. The yield is 0.680. The product is [NH2:15][CH2:2][C:3]1[CH:11]=[CH:10][C:6]([C:7]([OH:9])=[O:8])=[CH:5][C:4]=1[N+:12]([O-:14])=[O:13]. The reactants are Br[CH2:2][C:3]1[CH:11]=[CH:10][C:6]([C:7]([OH:9])=[O:8])=[CH:5][C:4]=1[N+:12]([O-:14])=[O:13].[NH3:15]. (4) The reactants are [Br:1][C:2]1[CH:3]=[C:4]([CH3:10])[C:5]([NH2:9])=[C:6]([NH2:8])[CH:7]=1.[I:11][C:12]1[CH:17]=[CH:16][N:15]=[C:14]([O:18][CH3:19])[C:13]=1[CH:20]=O.II. The catalyst is CO. The product is [Br:1][C:2]1[CH:3]=[C:4]([CH3:10])[C:5]2[N:9]=[C:20]([C:13]3[C:14]([O:18][CH3:19])=[N:15][CH:16]=[CH:17][C:12]=3[I:11])[NH:8][C:6]=2[CH:7]=1. The yield is 0.460. (5) The reactants are [NH:1]1[C:5]2[CH:6]=[CH:7][C:8]([C:10]([OH:12])=O)=[CH:9][C:4]=2[N:3]=[CH:2]1.[CH2:13]([C:20]1[CH:33]=[CH:32][C:23]2[C@@H:24]3[C@H:29]([CH2:30][CH2:31][C:22]=2[CH:21]=1)[NH:28][CH2:27][CH2:26][CH2:25]3)[C:14]1[CH:19]=[CH:18][CH:17]=[CH:16][CH:15]=1.C1(CC2C=CC3[C@@H]4[C@H](CCC=3C=2)NCCC4)CCCCC1. No catalyst specified. The product is [NH:1]1[C:5]2[CH:6]=[CH:7][C:8]([C:10]([N:28]3[C@@H:29]4[C@@H:24]([C:23]5[CH:32]=[CH:33][C:20]([CH2:13][C:14]6[CH:19]=[CH:18][CH:17]=[CH:16][CH:15]=6)=[CH:21][C:22]=5[CH2:31][CH2:30]4)[CH2:25][CH2:26][CH2:27]3)=[O:12])=[CH:9][C:4]=2[N:3]=[CH:2]1. The yield is 0.120.